Dataset: Reaction yield outcomes from USPTO patents with 853,638 reactions. Task: Predict the reaction yield, written as a fraction of the theoretical maximum amount of product (1.0 means a 100% yield; for example, 0.34 means a 34% yield). (1) The catalyst is ClC(Cl)=C(Cl)Cl. The product is [CH3:9][S:10]([C:4]1[CH:5]=[CH:6][C:1]([O:7][CH3:8])=[CH:2][CH:3]=1)(=[O:12])=[O:11]. The reactants are [C:1]1([O:7][CH3:8])[CH:6]=[CH:5][CH:4]=[CH:3][CH:2]=1.[CH3:9][S:10](O[S:10]([CH3:9])(=[O:12])=[O:11])(=[O:12])=[O:11].O. The yield is 0.0900. (2) The reactants are COC[O:4][C:5](=O)[C:6]1[CH:11]=[C:10]([Br:12])[C:9]([O:13][CH2:14][O:15][CH3:16])=[CH:8][C:7]=1[O:17][CH2:18][O:19][CH3:20].O.[NH2:23][NH2:24]. The catalyst is C(O)C. The product is [Br:12][C:10]1[C:9]([O:13][CH2:14][O:15][CH3:16])=[CH:8][C:7]([O:17][CH2:18][O:19][CH3:20])=[C:6]([CH:11]=1)[C:5]([NH:23][NH2:24])=[O:4]. The yield is 0.460. (3) The reactants are Cl[C:2]1[S:3][C:4]([C:11]2[CH:16]=[CH:15][CH:14]=[CH:13][C:12]=2[F:17])=[C:5]2[C:9](=[O:10])[CH2:8][CH2:7][C:6]=12.[N:18]1[CH:23]=[CH:22][C:21](B(O)O)=[CH:20][CH:19]=1.C([O-])(O)=O.[Na+]. The catalyst is COCCOC.C1C=CC(P(C2C=CC=CC=2)C2C=CC=CC=2)=CC=1.C1C=CC(P(C2C=CC=CC=2)C2C=CC=CC=2)=CC=1.Cl[Pd]Cl. The product is [F:17][C:12]1[CH:13]=[CH:14][CH:15]=[CH:16][C:11]=1[C:4]1[S:3][C:2]([C:21]2[CH:22]=[CH:23][N:18]=[CH:19][CH:20]=2)=[C:6]2[CH2:7][CH2:8][C:9](=[O:10])[C:5]=12. The yield is 0.910.